This data is from Full USPTO retrosynthesis dataset with 1.9M reactions from patents (1976-2016). The task is: Predict the reactants needed to synthesize the given product. (1) Given the product [CH3:11][C:10]1[C:3]2[C:4]([NH:5][CH:6]=[N:7][C:2]=2[N:12]2[CH2:17][CH2:16][CH:15]([NH:18][C:19](=[O:26])[C:20]3[CH:25]=[CH:24][CH:23]=[CH:22][CH:21]=3)[CH2:14][CH2:13]2)=[N:8][CH:9]=1, predict the reactants needed to synthesize it. The reactants are: Cl[C:2]1[C:3]2[C:10]([CH3:11])=[CH:9][NH:8][C:4]=2[N:5]=[CH:6][N:7]=1.[NH:12]1[CH2:17][CH2:16][CH:15]([NH:18][C:19](=[O:26])[C:20]2[CH:25]=[CH:24][CH:23]=[CH:22][CH:21]=2)[CH2:14][CH2:13]1.CCN(C(C)C)C(C)C.CCOC(C)=O. (2) Given the product [Br:1][C:2]1[CH:3]=[C:4]2[N:10]([C:14]3[C:23]4[C:18](=[CH:19][C:20]([F:24])=[CH:21][CH:22]=4)[N:17]=[C:16]([C:25]4[C:26]([CH3:31])=[N:27][CH:28]=[CH:29][CH:30]=4)[C:15]=3[CH3:32])[CH2:9][C:8]([CH3:12])([CH3:11])[C:5]2=[N:6][CH:7]=1, predict the reactants needed to synthesize it. The reactants are: [Br:1][C:2]1[CH:3]=[C:4]2[NH:10][CH2:9][C:8]([CH3:12])([CH3:11])[C:5]2=[N:6][CH:7]=1.Cl[C:14]1[C:23]2[C:18](=[CH:19][C:20]([F:24])=[CH:21][CH:22]=2)[N:17]=[C:16]([C:25]2[C:26]([CH3:31])=[N:27][CH:28]=[CH:29][CH:30]=2)[C:15]=1[CH3:32].Cl.O1CCOCC1.